Dataset: Reaction yield outcomes from USPTO patents with 853,638 reactions. Task: Predict the reaction yield, written as a fraction of the theoretical maximum amount of product (1.0 means a 100% yield; for example, 0.34 means a 34% yield). (1) The reactants are [C:1](=[O:40])(OC1C=CC([N+]([O-])=O)=CC=1)[O:2][C@@H:3]1[CH2:19][C@@H:18]2[C@@:6]([CH3:29])([C@@H:7]3[C@@H:15]([CH2:16][CH2:17]2)[C@:14]2([OH:20])[C@@:10]([CH3:28])([C@@H:11]([C:21]4[CH:22]=[CH:23][C:24](=[O:27])[O:25][CH:26]=4)[CH2:12][CH2:13]2)[CH2:9][CH2:8]3)[CH2:5][CH2:4]1.[NH2:41][CH2:42][CH2:43][CH2:44][C:45]([OH:47])=[O:46].CCN(C(C)C)C(C)C. The catalyst is C(Cl)Cl.CN(C1C=CN=CC=1)C. The product is [OH:20][C@:14]12[CH2:13][CH2:12][C@H:11]([C:21]3[CH:22]=[CH:23][C:24](=[O:27])[O:25][CH:26]=3)[C@@:10]1([CH3:28])[CH2:9][CH2:8][C@H:7]1[C@H:15]2[CH2:16][CH2:17][C@H:18]2[C@:6]1([CH3:29])[CH2:5][CH2:4][C@H:3]([O:2][C:1]([NH:41][CH2:42][CH2:43][CH2:44][C:45]([OH:47])=[O:46])=[O:40])[CH2:19]2. The yield is 0.535. (2) The reactants are [CH2:1]([O:8][C:9]1[CH:10]=[N:11][CH:12]=[C:13]([CH:18]=1)[C:14](OC)=[O:15])[C:2]1[CH:7]=[CH:6][CH:5]=[CH:4][CH:3]=1.[H-].[H-].[H-].[H-].[Li+].[Al+3]. The yield is 0.780. The catalyst is C1COCC1. The product is [CH2:1]([O:8][C:9]1[CH:18]=[C:13]([CH2:14][OH:15])[CH:12]=[N:11][CH:10]=1)[C:2]1[CH:3]=[CH:4][CH:5]=[CH:6][CH:7]=1. (3) The reactants are [Cl:1][C:2]1[N:7]=[CH:6][C:5]([CH3:8])=[CH:4][C:3]=1[F:9].[Cl:10]N1C(=O)CCC1=O.N(C(C)(C)C#N)=NC(C)(C)C#N. The catalyst is ClC1C=CC=CC=1. The product is [Cl:1][C:2]1[N:7]=[CH:6][C:5]([CH2:8][Cl:10])=[CH:4][C:3]=1[F:9]. The yield is 0.530. (4) The reactants are [NH:1]1[CH2:11][CH2:10][CH:4]([C:5]([O:7][CH2:8][CH3:9])=[O:6])[CH2:3][CH2:2]1.Cl[C:13]1[S:17][N:16]=[C:15]([C:18]2[CH:23]=[CH:22][CH:21]=[CH:20][CH:19]=2)[N:14]=1.C(N(CC)CC)C.O. The catalyst is CN(C)C=O. The product is [C:18]1([C:15]2[N:14]=[C:13]([N:1]3[CH2:2][CH2:3][CH:4]([C:5]([O:7][CH2:8][CH3:9])=[O:6])[CH2:10][CH2:11]3)[S:17][N:16]=2)[CH:19]=[CH:20][CH:21]=[CH:22][CH:23]=1. The yield is 0.758.